This data is from Catalyst prediction with 721,799 reactions and 888 catalyst types from USPTO. The task is: Predict which catalyst facilitates the given reaction. (1) Reactant: [F:1][C:2]1[CH:7]=[CH:6][C:5]([SH:8])=[CH:4][CH:3]=1.[CH:9]1(Br)[CH2:11][CH2:10]1.C(O[Na])(C)(C)C.O. The catalyst class is: 16. Product: [CH:9]1([S:8][C:5]2[CH:6]=[CH:7][C:2]([F:1])=[CH:3][CH:4]=2)[CH2:11][CH2:10]1. (2) Reactant: [C:1]1([S:7]([N:10]2[C:18]3[C:13](=[CH:14][C:15](Br)=[CH:16][CH:17]=3)[C:12]3[CH:20]=[C:21]([Cl:24])[CH:22]=[N:23][C:11]2=3)(=[O:9])=[O:8])[CH:6]=[CH:5][CH:4]=[CH:3][CH:2]=1.[C:25]([O-:28])([O-])=O.[K+].[K+].O. Product: [C:1]1([S:7]([N:10]2[C:18]3[C:13](=[CH:14][C:15](/[CH:11]=[CH:12]/[C:13]4[CH:18]=[CH:17][C:16]([O:28][CH3:25])=[CH:15][CH:14]=4)=[CH:16][CH:17]=3)[C:12]3[CH:20]=[C:21]([Cl:24])[CH:22]=[N:23][C:11]2=3)(=[O:9])=[O:8])[CH:6]=[CH:5][CH:4]=[CH:3][CH:2]=1. The catalyst class is: 77.